Dataset: Forward reaction prediction with 1.9M reactions from USPTO patents (1976-2016). Task: Predict the product of the given reaction. (1) Given the reactants [CH3:1][O:2][CH2:3][CH2:4][O:5][C:6]1[CH:7]=[C:8]([CH:11]=[CH:12][CH:13]=1)[CH:9]=O.[C:14]([OH:20])(=O)CC(O)=O.[NH:21]1CCCC[CH2:22]1.[N-]=[N+]=[N-].[Na+], predict the reaction product. The product is: [CH3:1][O:2][CH2:3][CH2:4][O:5][C:6]1[CH:7]=[C:8]2[C:11](=[CH:12][CH:13]=1)[C:14]([OH:20])=[N:21][CH:22]=[CH:9]2. (2) Given the reactants [C:1]([O:5][C:6]([N:8]([CH2:12][C:13]1[CH:18]=[CH:17][CH:16]=[CH:15][C:14]=1[C:19]1[NH:20][C:21]2[C:26]([C:27]=1[CH:28]1[CH2:33][CH2:32][CH2:31][CH2:30][CH2:29]1)=[CH:25][CH:24]=[C:23]([C:34]([O:36][CH3:37])=[O:35])[CH:22]=2)[CH2:9][CH2:10][OH:11])=[O:7])([CH3:4])([CH3:3])[CH3:2].C(N(CC)CC)C.[CH3:45][S:46](Cl)(=[O:48])=[O:47].Cl, predict the reaction product. The product is: [C:1]([O:5][C:6]([N:8]([CH2:12][C:13]1[CH:18]=[CH:17][CH:16]=[CH:15][C:14]=1[C:19]1[NH:20][C:21]2[C:26]([C:27]=1[CH:28]1[CH2:33][CH2:32][CH2:31][CH2:30][CH2:29]1)=[CH:25][CH:24]=[C:23]([C:34]([O:36][CH3:37])=[O:35])[CH:22]=2)[CH2:9][CH2:10][O:11][S:46]([CH3:45])(=[O:48])=[O:47])=[O:7])([CH3:4])([CH3:3])[CH3:2]. (3) Given the reactants [CH3:1][C:2]1[CH:7]=[CH:6][C:5]([S:8][C:9]2[CH:10]=[C:11]([CH:15]=[CH:16][CH:17]=2)[C:12](O)=[O:13])=[C:4]([N+:18]([O-:20])=[O:19])[CH:3]=1.[NH3:21].[CH3:22]O, predict the reaction product. The product is: [CH3:22][NH:21][C:12](=[O:13])[C:11]1[CH:15]=[CH:16][CH:17]=[C:9]([S:8][C:5]2[CH:6]=[CH:7][C:2]([CH3:1])=[CH:3][C:4]=2[N+:18]([O-:20])=[O:19])[CH:10]=1.